This data is from Peptide-MHC class I binding affinity with 185,985 pairs from IEDB/IMGT. The task is: Regression. Given a peptide amino acid sequence and an MHC pseudo amino acid sequence, predict their binding affinity value. This is MHC class I binding data. (1) The MHC is HLA-B08:03 with pseudo-sequence HLA-B08:03. The peptide sequence is RKLGWWLKL. The binding affinity (normalized) is 0.0847. (2) The peptide sequence is HKYQVPSLQYL. The MHC is Mamu-A07 with pseudo-sequence Mamu-A07. The binding affinity (normalized) is 0.138. (3) The peptide sequence is FPYSTFPII. The MHC is HLA-B40:01 with pseudo-sequence HLA-B40:01. The binding affinity (normalized) is 0.101. (4) The peptide sequence is IQQLPETYF. The MHC is HLA-A31:01 with pseudo-sequence HLA-A31:01. The binding affinity (normalized) is 0.0847. (5) The peptide sequence is RPSTKNFFEL. The MHC is HLA-A23:01 with pseudo-sequence HLA-A23:01. The binding affinity (normalized) is 0.